Task: Predict which catalyst facilitates the given reaction.. Dataset: Catalyst prediction with 721,799 reactions and 888 catalyst types from USPTO Reactant: [CH3:1][C:2]1[CH:7]=[CH:6][C:5]([C:8]2[CH:13]=[C:12]([N:14]3[CH2:18][CH2:17][CH2:16][C:15]3=[O:19])[CH:11]=[C:10]([C:20]([OH:22])=O)[CH:9]=2)=[CH:4][CH:3]=1.[CH3:23][C:24]1[N:29]=[CH:28][C:27]([CH2:30][NH2:31])=[CH:26][CH:25]=1.F[P-](F)(F)(F)(F)F.C[N+](C)=C(N(C)C)ON1C2N=CC=CC=2N=N1.C(N(CC)C(C)C)(C)C. Product: [CH3:23][C:24]1[N:29]=[CH:28][C:27]([CH2:30][NH:31][C:20]([C:10]2[CH:9]=[C:8]([C:5]3[CH:6]=[CH:7][C:2]([CH3:1])=[CH:3][CH:4]=3)[CH:13]=[C:12]([N:14]3[CH2:18][CH2:17][CH2:16][C:15]3=[O:19])[CH:11]=2)=[O:22])=[CH:26][CH:25]=1. The catalyst class is: 3.